Predict the product of the given reaction. From a dataset of Forward reaction prediction with 1.9M reactions from USPTO patents (1976-2016). (1) Given the reactants [NH:1]1[C:9]2[C:4](=[CH:5][CH:6]=[CH:7][CH:8]=2)[CH2:3][C:2]1=[O:10].[Li]CCCC.CCCCCC.[CH3:22][N:23]([CH3:34])[C:24]1[CH:25]=[C:26]2[C:31](=[CH:32][CH:33]=1)[C:29](=O)[O:28][CH2:27]2.Cl.[OH-].[Na+], predict the reaction product. The product is: [CH3:22][N:23]([CH3:34])[C:24]1[CH:25]=[C:26]2[C:31](=[CH:32][CH:33]=1)[C:29](=[C:3]1[C:4]3[C:9](=[CH:8][CH:7]=[CH:6][CH:5]=3)[NH:1][C:2]1=[O:10])[O:28][CH2:27]2. (2) Given the reactants [F:1][C:2]1[CH:3]=[C:4]([CH:8]=[CH:9][C:10]=1[F:11])[C:5](Cl)=[O:6].[S-:12][C:13]#[N:14].[K+].[Cl:16][C:17]1[CH:24]=[C:23]([F:25])[CH:22]=[CH:21][C:18]=1[CH2:19][NH2:20], predict the reaction product. The product is: [Cl:16][C:17]1[CH:24]=[C:23]([F:25])[CH:22]=[CH:21][C:18]=1[CH2:19][NH:20][C:13]([NH:14][C:5](=[O:6])[C:4]1[CH:8]=[CH:9][C:10]([F:11])=[C:2]([F:1])[CH:3]=1)=[S:12]. (3) Given the reactants [CH3:1][O:2][C:3]1[C:11]2[O:10][C:9]([C:12]([OH:14])=O)=[CH:8][C:7]=2[CH:6]=[CH:5][CH:4]=1.[CH:15]1([NH2:20])[CH2:19][CH2:18][CH2:17][CH2:16]1, predict the reaction product. The product is: [CH:15]1([NH:20][C:12]([C:9]2[O:10][C:11]3[C:3]([O:2][CH3:1])=[CH:4][CH:5]=[CH:6][C:7]=3[CH:8]=2)=[O:14])[CH2:19][CH2:18][CH2:17][CH2:16]1. (4) Given the reactants [OH:1][CH2:2][C:3]1O[CH:5]=[C:6]([O:10][CH2:11][C:12]2[CH:17]=[CH:16][C:15]([O:18][CH3:19])=[CH:14][CH:13]=2)[C:7](=[O:9])[CH:8]=1.Cl.[OH:21][NH2:22], predict the reaction product. The product is: [OH:21][N:22]1[CH:5]=[C:6]([O:10][CH2:11][C:12]2[CH:17]=[CH:16][C:15]([O:18][CH3:19])=[CH:14][CH:13]=2)[C:7](=[O:9])[CH:8]=[C:3]1[CH2:2][OH:1]. (5) Given the reactants [F:1][C:2]1[CH:8]=[C:7]([O:9][C:10](=[O:15])[C:11]([CH3:14])([CH3:13])[CH3:12])[CH:6]=[CH:5][C:3]=1[NH2:4].[Cl:16]N1C(=O)CCC1=O, predict the reaction product. The product is: [Cl:16][C:5]1[CH:6]=[C:7]([O:9][C:10](=[O:15])[C:11]([CH3:12])([CH3:14])[CH3:13])[CH:8]=[C:2]([F:1])[C:3]=1[NH2:4]. (6) Given the reactants [CH3:1][O:2][CH:3]1[CH2:18][CH2:17][C:6]2([NH:10][C:9](=[O:11])[CH:8]([C:12](OC)=O)[C:7]2=[O:16])[CH2:5][CH2:4]1.[CH3:19][C:20]1(C)N[C:23](=O)[CH2:22][C:21]1=O, predict the reaction product. The product is: [CH3:1][O:2][CH:3]1[CH2:4][CH2:5][C:6]2([NH:10][C:9](=[O:11])[CH:8]([C:12]3[CH:23]=[CH:22][CH:21]=[CH:20][CH:19]=3)[C:7]2=[O:16])[CH2:17][CH2:18]1.